Predict which catalyst facilitates the given reaction. From a dataset of Catalyst prediction with 721,799 reactions and 888 catalyst types from USPTO. (1) Reactant: [Cl:1][C:2]1[CH:3]=[CH:4][C:5]2[O:10][C:9]([C:11]3[CH:16]=[C:15]([Cl:17])[CH:14]=[CH:13][C:12]=3[OH:18])=[N:8][C:7](=O)[C:6]=2[CH:20]=1.[NH:21]([C:23]1[CH:31]=[CH:30][C:26]([C:27]([OH:29])=[O:28])=[CH:25][CH:24]=1)[NH2:22]. Product: [Cl:1][C:2]1[CH:3]=[CH:4][C:5]([OH:10])=[C:6]([C:7]2[N:8]=[C:9]([C:11]3[CH:16]=[C:15]([Cl:17])[CH:14]=[CH:13][C:12]=3[OH:18])[N:21]([C:23]3[CH:24]=[CH:25][C:26]([C:27]([OH:29])=[O:28])=[CH:30][CH:31]=3)[N:22]=2)[CH:20]=1. The catalyst class is: 8. (2) Reactant: C([O:5][C:6](=O)[NH:7][C:8]1[N:9]=[C:10]2[C:15]([C:16]([F:19])([F:18])[F:17])=[CH:14][C:13]([C:20]3[O:21][CH:22]=[CH:23][CH:24]=3)=[CH:12][N:11]2[C:25]=1[Cl:26])(C)(C)C.[H-].[Na+].[C:30]1([N:36]=C=O)[CH:35]=[CH:34][CH:33]=[CH:32][CH:31]=1. Product: [Cl:26][C:25]1[N:11]2[CH:12]=[C:13]([C:20]3[O:21][CH:22]=[CH:23][CH:24]=3)[CH:14]=[C:15]([C:16]([F:18])([F:19])[F:17])[C:10]2=[N:9][C:8]=1[NH:7][C:6]([NH:36][C:30]1[CH:35]=[CH:34][CH:33]=[CH:32][CH:31]=1)=[O:5]. The catalyst class is: 1. (3) Reactant: [O:1]=[C:2]1[NH:7][C:6]2[CH:8]=[C:9]([C:12](OC)=[O:13])[CH:10]=[N:11][C:5]=2[N:4]2[CH2:16][CH2:17][S:18][CH2:19][C@@H:3]12.[H-].[Na+].[H-].[Al+3].[Li+].[H-].[H-].[H-].CO. Product: [OH:13][CH2:12][C:9]1[CH:10]=[N:11][C:5]2[N:4]3[CH2:16][CH2:17][S:18][CH2:19][C@H:3]3[C:2](=[O:1])[NH:7][C:6]=2[CH:8]=1. The catalyst class is: 253. (4) Reactant: [ClH:1].FC1C=C(NC(=O)CC(NC2C=CC(F)=CC=2)=O)C=CC=1OC1C2=C(C)C(OC[CH2:21][N:22]3[CH2:27][CH2:26][O:25][CH2:24][CH2:23]3)=CN2N=CN=1.[F:43][C:44]1[CH:45]=[C:46]([NH:63][C:64]([NH:66][C:67](=[O:76])[CH2:68][C:69]2[CH:74]=[CH:73][C:72]([F:75])=[CH:71][CH:70]=2)=[S:65])[CH:47]=[CH:48][C:49]=1[O:50][C:51]1[C:56]2=[C:57]([CH3:62])[C:58]([O:60][CH3:61])=[CH:59][N:55]2[N:54]=[CH:53][N:52]=1. Product: [ClH:1].[F:43][C:44]1[CH:45]=[C:46]([NH:63][C:64]([NH:66][C:67](=[O:76])[CH2:68][C:69]2[CH:70]=[CH:71][C:72]([F:75])=[CH:73][CH:74]=2)=[S:65])[CH:47]=[CH:48][C:49]=1[O:50][C:51]1[C:56]2=[C:57]([CH3:62])[C:58]([O:60][CH2:61][CH2:21][N:22]3[CH2:27][CH2:26][O:25][CH2:24][CH2:23]3)=[CH:59][N:55]2[N:54]=[CH:53][N:52]=1. The catalyst class is: 1. (5) Reactant: [CH3:1][C:2]1([CH3:32])[CH2:11][CH:10]=[C:9]([C:12]2[CH:17]=[CH:16][C:15]([CH3:18])=[CH:14][CH:13]=2)[C:8]2[CH:7]=[C:6]([N:19]=[N:20][C:21]3[CH:31]=[CH:30][C:24]([C:25]([O:27]CC)=[O:26])=[CH:23][CH:22]=3)[CH:5]=[CH:4][C:3]1=2.C(O)C.[OH-].[Na+].Cl. Product: [CH3:1][C:2]1([CH3:32])[CH2:11][CH:10]=[C:9]([C:12]2[CH:17]=[CH:16][C:15]([CH3:18])=[CH:14][CH:13]=2)[C:8]2[CH:7]=[C:6]([N:19]=[N:20][C:21]3[CH:22]=[CH:23][C:24]([C:25]([OH:27])=[O:26])=[CH:30][CH:31]=3)[CH:5]=[CH:4][C:3]1=2. The catalyst class is: 1.